This data is from CYP2C9 inhibition data for predicting drug metabolism from PubChem BioAssay. The task is: Regression/Classification. Given a drug SMILES string, predict its absorption, distribution, metabolism, or excretion properties. Task type varies by dataset: regression for continuous measurements (e.g., permeability, clearance, half-life) or binary classification for categorical outcomes (e.g., BBB penetration, CYP inhibition). Dataset: cyp2c9_veith. (1) The result is 0 (non-inhibitor). The molecule is Clc1ccc(CSc2ncnc3c2ncn3[C@@H]2CCCCO2)cc1. (2) The drug is COCCNc1nc(-c2ccc(C(=O)N(C)C)cc2)nc2ccccc12. The result is 0 (non-inhibitor). (3) The drug is O=C(c1ccncc1)N1CCC[C@@]2(CCN(C(c3ccccc3)c3ccccc3)C2)C1. The result is 1 (inhibitor). (4) The drug is Cc1nn(Cc2c(Cl)cccc2Cl)c(C)c1NC(=O)c1cnn2c(C(F)F)cc(-c3ccccc3)nc12. The result is 1 (inhibitor). (5) The drug is CCC(C)NC(=O)Cn1cnc2sc(C)cc2c1=O. The result is 0 (non-inhibitor). (6) The compound is CN(C)Cc1cc(Cl)c(O)c(CN(C)C)c1. The result is 0 (non-inhibitor). (7) The compound is COc1cccc(Cn2c(=O)c(-c3ccc(Cl)cc3)nc3cnc(N4CCN(C)CC4)nc32)c1. The result is 0 (non-inhibitor).